From a dataset of Forward reaction prediction with 1.9M reactions from USPTO patents (1976-2016). Predict the product of the given reaction. (1) Given the reactants [C:1]([C:5]1[CH:9]=[C:8]([NH2:10])[NH:7][N:6]=1)([CH3:4])([CH3:3])[CH3:2].[Br:11][CH:12]([CH:15]=O)[CH:13]=O.CC1C=CC(S(O)(=O)=O)=CC=1, predict the reaction product. The product is: [Br:11][C:12]1[CH:13]=[N:10][C:8]2[N:7]([N:6]=[C:5]([C:1]([CH3:4])([CH3:3])[CH3:2])[CH:9]=2)[CH:15]=1. (2) Given the reactants Br[C:2]1[CH:11]=[CH:10][C:9]2[N:8]=[CH:7][C:6]3[N:12]([CH3:23])[C:13](=[O:22])[N:14]([C:15]4[C:16]([CH3:21])=[N:17][N:18]([CH3:20])[CH:19]=4)[C:5]=3[C:4]=2[CH:3]=1.[F:24][C:25]1[CH:26]=[C:27](B(O)O)[CH:28]=[C:29]([OH:31])[CH:30]=1, predict the reaction product. The product is: [CH3:20][N:18]1[CH:19]=[C:15]([N:14]2[C:5]3[C:4]4[CH:3]=[C:2]([C:27]5[CH:28]=[C:29]([OH:31])[CH:30]=[C:25]([F:24])[CH:26]=5)[CH:11]=[CH:10][C:9]=4[N:8]=[CH:7][C:6]=3[N:12]([CH3:23])[C:13]2=[O:22])[C:16]([CH3:21])=[N:17]1. (3) Given the reactants [NH2:1][C:2]1[CH:25]=[CH:24][C:5]([O:6][C:7]2[C:16]3[C:11](=[CH:12][C:13]([O:19][CH2:20][C@@H:21]4[CH2:23][O:22]4)=[C:14]([C:17]#[N:18])[CH:15]=3)[N:10]=[CH:9][CH:8]=2)=[CH:4][C:3]=1[Cl:26].[CH2:27]([NH:29][CH2:30][CH3:31])[CH3:28], predict the reaction product. The product is: [NH2:1][C:2]1[CH:25]=[CH:24][C:5]([O:6][C:7]2[C:16]3[C:11](=[CH:12][C:13]([O:19][CH2:20][C@@H:21]([OH:22])[CH2:23][N:29]([CH2:30][CH3:31])[CH2:27][CH3:28])=[C:14]([C:17]#[N:18])[CH:15]=3)[N:10]=[CH:9][CH:8]=2)=[CH:4][C:3]=1[Cl:26]. (4) Given the reactants [NH2:1][C:2]1[C:7]([C:8]([OH:10])=O)=[CH:6][C:5]([Br:11])=[CH:4][N:3]=1.[NH2:12][C:13]1[CH:18]=[C:17]([F:19])[CH:16]=[CH:15][C:14]=1O.[OH-].[Na+], predict the reaction product. The product is: [Br:11][C:5]1[CH:6]=[C:7]([C:8]2[O:10][C:14]3[CH:15]=[CH:16][C:17]([F:19])=[CH:18][C:13]=3[N:12]=2)[C:2]([NH2:1])=[N:3][CH:4]=1. (5) Given the reactants [Cl:1][C:2]1[C:7]([C:8]#[N:9])=[C:6]([O:10]C(=O)C)[CH:5]=[CH:4][C:3]=1[O:14][C:15](=[O:17])[CH3:16].C([O-])([O-])=O.[K+].[K+].Cl, predict the reaction product. The product is: [Cl:1][C:2]1[C:7]([C:8]#[N:9])=[C:6]([OH:10])[CH:5]=[CH:4][C:3]=1[O:14][C:15](=[O:17])[CH3:16]. (6) Given the reactants Cl[C:2]1[N:7]=[CH:6][C:5]([O:8][CH2:9][CH3:10])=[CH:4][N:3]=1.[Cl:11][C:12]1[CH:13]=[C:14](B(O)O)[CH:15]=[CH:16][CH:17]=1.C(Cl)Cl.C([O-])([O-])=O.[Na+].[Na+], predict the reaction product. The product is: [Cl:11][C:12]1[CH:17]=[C:16]([C:2]2[N:7]=[CH:6][C:5]([O:8][CH2:9][CH3:10])=[CH:4][N:3]=2)[CH:15]=[CH:14][CH:13]=1. (7) Given the reactants [Br:1][C:2]1[CH:3]=[N:4][C:5]([C:8]2[N:9](O)[C:10]3[C:15]([C:16]=2[CH:17]2[CH2:21][CH2:20][CH2:19][CH2:18]2)=[CH:14][CH:13]=[C:12]([C:22]([NH:24][C:25]2([C:29]4[N:33]([CH3:34])[C:32]5[CH:35]=[C:36](/[CH:39]=[CH:40]/[C:41]([O:43]CCCC)=[O:42])[CH:37]=[CH:38][C:31]=5[N:30]=4)[CH2:28][CH2:27][CH2:26]2)=[O:23])[CH:11]=3)=[N:6][CH:7]=1.[OH-].[Na+].[C:51](O)(=O)C, predict the reaction product. The product is: [Br:1][C:2]1[CH:7]=[N:6][C:5]([C:8]2[N:9]([CH3:51])[C:10]3[C:15]([C:16]=2[CH:17]2[CH2:18][CH2:19][CH2:20][CH2:21]2)=[CH:14][CH:13]=[C:12]([C:22]([NH:24][C:25]2([C:29]4[N:33]([CH3:34])[C:32]5[CH:35]=[C:36](/[CH:39]=[CH:40]/[C:41]([OH:43])=[O:42])[CH:37]=[CH:38][C:31]=5[N:30]=4)[CH2:28][CH2:27][CH2:26]2)=[O:23])[CH:11]=3)=[N:4][CH:3]=1.